From a dataset of Full USPTO retrosynthesis dataset with 1.9M reactions from patents (1976-2016). Predict the reactants needed to synthesize the given product. (1) Given the product [CH2:50]([O:52][C:53]([C:55]1([NH:58][C:24]([C:14]2[C:13]([OH:27])=[C:12]3[C:17](=[C:16]([C:18]4[CH:19]=[N:20][CH:21]=[CH:22][CH:23]=4)[N:15]=2)[N:8]([CH2:1][C:2]2[CH:3]=[CH:4][CH:5]=[CH:6][CH:7]=2)[C:9](=[O:34])[C:10]([C:28]2[CH:33]=[CH:32][CH:31]=[CH:30][CH:29]=2)=[CH:11]3)=[O:26])[CH2:57][CH2:56]1)=[O:54])[CH3:51], predict the reactants needed to synthesize it. The reactants are: [CH2:1]([N:8]1[C:17]2[C:12](=[C:13]([OH:27])[C:14]([C:24]([OH:26])=O)=[N:15][C:16]=2[C:18]2[CH:19]=[N:20][CH:21]=[CH:22][CH:23]=2)[CH:11]=[C:10]([C:28]2[CH:33]=[CH:32][CH:31]=[CH:30][CH:29]=2)[C:9]1=[O:34])[C:2]1[CH:7]=[CH:6][CH:5]=[CH:4][CH:3]=1.C1C=CC2N(O)N=NC=2C=1.C(Cl)CCl.Cl.[CH2:50]([O:52][C:53]([C:55]1([NH2:58])[CH2:57][CH2:56]1)=[O:54])[CH3:51].CCN(C(C)C)C(C)C. (2) Given the product [Cl:1][C:2]1[CH:3]=[C:4]([CH2:27][C:28]([O:30][CH2:31][CH3:32])=[O:29])[CH:5]=[CH:6][C:7]=1[N:8]1[C:16](=[O:17])[C:15]2[C:14]([O:44][CH2:45][C:46]([F:49])([F:48])[F:47])=[C:13]3[CH:19]=[CH:20][CH:21]=[CH:22][C:12]3=[C:11]([O:23][CH2:24][CH3:25])[C:10]=2[C:9]1=[O:26], predict the reactants needed to synthesize it. The reactants are: [Cl:1][C:2]1[CH:3]=[C:4]([CH2:27][C:28]([O:30][CH2:31][CH3:32])=[O:29])[CH:5]=[CH:6][C:7]=1[N:8]1[C:16](=[O:17])[C:15]2[C:14](O)=[C:13]3[CH:19]=[CH:20][CH:21]=[CH:22][C:12]3=[C:11]([O:23][CH2:24][CH3:25])[C:10]=2[C:9]1=[O:26].C(=O)([O-])[O-].[Na+].[Na+].FC(F)(F)S([O:44][CH2:45][C:46]([F:49])([F:48])[F:47])(=O)=O.O.